From a dataset of Reaction yield outcomes from USPTO patents with 853,638 reactions. Predict the reaction yield, written as a fraction of the theoretical maximum amount of product (1.0 means a 100% yield; for example, 0.34 means a 34% yield). (1) The reactants are [CH2:1]([O:8][C:9]([NH:11][C@@H:12]([CH:16]([CH3:18])[CH3:17])[C:13]([OH:15])=O)=[O:10])[C:2]1[CH:7]=[CH:6][CH:5]=[CH:4][CH:3]=1.CCN=C=NCCCN(C)C.Cl.C1C=CC2N(O)N=NC=2C=1.[C:41]([N:48]1[CH2:53][CH2:52][NH:51][CH2:50][CH2:49]1)([O:43][C:44]([CH3:47])([CH3:46])[CH3:45])=[O:42].CCN(CC)CC. The catalyst is C(Cl)Cl. The product is [CH2:1]([O:8][C:9]([NH:11][C@@H:12]([CH:16]([CH3:18])[CH3:17])[C:13]([N:51]1[CH2:50][CH2:49][N:48]([C:41]([O:43][C:44]([CH3:47])([CH3:46])[CH3:45])=[O:42])[CH2:53][CH2:52]1)=[O:15])=[O:10])[C:2]1[CH:3]=[CH:4][CH:5]=[CH:6][CH:7]=1. The yield is 0.480. (2) The reactants are [CH:1]1([CH2:4][N:5]2[CH2:9][CH2:8][N:7]([C:10]3[S:11][C:12]([C:16]([OH:18])=O)=[C:13]([CH3:15])[N:14]=3)[C:6]2=[O:19])[CH2:3][CH2:2]1.F[P-](F)(F)(F)(F)F.N1(OC(N(C)C)=[N+](C)C)C2N=CC=CC=2N=N1.C(N(CC)CC)C.[F:51][C:52]1[CH:53]=[C:54]([CH2:58][NH2:59])[CH:55]=[N:56][CH:57]=1. The catalyst is CN(C)C=O.C(OCC)(=O)C. The product is [CH:1]1([CH2:4][N:5]2[CH2:9][CH2:8][N:7]([C:10]3[S:11][C:12]([C:16]([NH:59][CH2:58][C:54]4[CH:55]=[N:56][CH:57]=[C:52]([F:51])[CH:53]=4)=[O:18])=[C:13]([CH3:15])[N:14]=3)[C:6]2=[O:19])[CH2:2][CH2:3]1. The yield is 0.470. (3) The reactants are Br[C:2]1[CH:7]=[CH:6][CH:5]=[CH:4][C:3]=1[C:8]1[N:9]([CH2:23][C:24]2[CH:29]=[CH:28][C:27]([C:30]([CH3:33])([CH3:32])[CH3:31])=[CH:26][CH:25]=2)[C:10](=[O:22])[C:11]([C:15]([NH:17][CH2:18][C:19]([OH:21])=[O:20])=[O:16])=[C:12]([OH:14])[N:13]=1.[C:34]([C:38]1[CH:43]=[CH:42][C:41](B(O)O)=[CH:40][CH:39]=1)([CH3:37])([CH3:36])[CH3:35].C(=O)([O-])[O-].[Na+].[Na+].Cl. The catalyst is C1C=CC([P]([Pd]([P](C2C=CC=CC=2)(C2C=CC=CC=2)C2C=CC=CC=2)([P](C2C=CC=CC=2)(C2C=CC=CC=2)C2C=CC=CC=2)[P](C2C=CC=CC=2)(C2C=CC=CC=2)C2C=CC=CC=2)(C2C=CC=CC=2)C2C=CC=CC=2)=CC=1.O1CCOCC1. The product is [CH3:35][C:34]([C:38]1[CH:43]=[CH:42][C:41]([C:2]2[CH:7]=[CH:6][CH:5]=[CH:4][C:3]=2[C:8]2[N:9]([CH2:23][C:24]3[CH:29]=[CH:28][C:27]([C:30]([CH3:33])([CH3:32])[CH3:31])=[CH:26][CH:25]=3)[C:10](=[O:22])[C:11]([C:15]([NH:17][CH2:18][C:19]([OH:21])=[O:20])=[O:16])=[C:12]([OH:14])[N:13]=2)=[CH:40][CH:39]=1)([CH3:37])[CH3:36]. The yield is 0.560. (4) The reactants are Br[C:2]1[CH:9]=[CH:8][C:5]([C:6]#[N:7])=[CH:4][CH:3]=1.[CH:10]([C:12]1[CH:17]=[CH:16][C:15](B(O)O)=[CH:14][CH:13]=1)=[O:11].[F-].[K+]. The catalyst is C1COCC1. The product is [C:6]([C:5]1[CH:8]=[CH:9][C:2]([C:15]2[CH:16]=[CH:17][C:12]([CH:10]=[O:11])=[CH:13][CH:14]=2)=[CH:3][CH:4]=1)#[N:7]. The yield is 0.970. (5) The reactants are [BH-](OC(C)=O)(OC(C)=O)OC(C)=O.[Na+].[NH:15]1[CH2:19][CH2:18][CH2:17][CH2:16]1.[OH:20][C:21]1[CH:28]=[CH:27][C:24]([CH:25]=O)=[CH:23][CH:22]=1.[OH-].[Na+]. The catalyst is C(Cl)Cl.O. The product is [N:15]1([CH2:25][C:24]2[CH:27]=[CH:28][C:21]([OH:20])=[CH:22][CH:23]=2)[CH2:19][CH2:18][CH2:17][CH2:16]1. The yield is 0.570. (6) The reactants are [Br:1][C:2]1[CH:18]=[CH:17][C:5]([O:6][C:7]2[CH:14]=[CH:13][C:10]([C:11]#[N:12])=[CH:9][C:8]=2[CH:15]=[O:16])=[CH:4][C:3]=1[CH2:19][O:20][CH:21]1[CH2:26][CH2:25][CH2:24][CH2:23][O:22]1.[BH4-].[Na+]. The catalyst is CO. The product is [Br:1][C:2]1[CH:18]=[CH:17][C:5]([O:6][C:7]2[CH:14]=[CH:13][C:10]([C:11]#[N:12])=[CH:9][C:8]=2[CH2:15][OH:16])=[CH:4][C:3]=1[CH2:19][O:20][CH:21]1[CH2:26][CH2:25][CH2:24][CH2:23][O:22]1. The yield is 1.00. (7) The reactants are [NH:1]1[C:5]2[CH:6]=[CH:7][CH:8]=[CH:9][C:4]=2[N:3]=[C:2]1[C@H:10]1[CH2:15][C@H:14]([NH:16][C:17]([C:19]2[CH:28]=[CH:27][C:22]3[O:23][CH2:24][CH2:25][O:26][C:21]=3[CH:20]=2)=[O:18])[CH2:13][CH2:12][N:11]1[C:29]([O:31][C:32]([CH3:35])([CH3:34])[CH3:33])=[O:30].Br[CH2:37][CH2:38][O:39][CH:40]1[CH2:45][CH2:44][CH2:43][CH2:42][O:41]1.C([O-])([O-])=O.[K+].[K+].O. The catalyst is CN(C=O)C.C(OCC)(=O)C. The product is [O:23]1[CH2:24][CH2:25][O:26][C:21]2[CH:20]=[C:19]([C:17]([NH:16][C@@H:14]3[CH2:13][CH2:12][N:11]([C:29]([O:31][C:32]([CH3:35])([CH3:34])[CH3:33])=[O:30])[C@@H:10]([C:2]4[N:3]([CH2:37][CH2:38][O:39][CH:40]5[CH2:45][CH2:44][CH2:43][CH2:42][O:41]5)[C:4]5[CH:9]=[CH:8][CH:7]=[CH:6][C:5]=5[N:1]=4)[CH2:15]3)=[O:18])[CH:28]=[CH:27][C:22]1=2. The yield is 0.350. (8) The reactants are Cl.[F:2][C:3]1[CH:8]=[CH:7][C:6]([CH:9]2[CH2:13][CH2:12][NH:11][CH2:10]2)=[CH:5][CH:4]=1.[F:14][C:15]1[CH:20]=[CH:19][C:18]([C:21]2[O:22][C:23]3[CH:33]=[CH:32][C:31]([C:34]4[CH:35]=[C:36]([CH:40]=[CH:41][CH:42]=4)[C:37](O)=[O:38])=[CH:30][C:24]=3[C:25]=2[C:26](=[O:29])[NH:27][CH3:28])=[CH:17][CH:16]=1.CN(C(ON1N=NC2C=CC=NC1=2)=[N+](C)C)C.F[P-](F)(F)(F)(F)F.CCN(C(C)C)C(C)C. The catalyst is CN(C=O)C.CO. The product is [F:14][C:15]1[CH:20]=[CH:19][C:18]([C:21]2[O:22][C:23]3[CH:33]=[CH:32][C:31]([C:34]4[CH:42]=[CH:41][CH:40]=[C:36]([C:37]([N:11]5[CH2:12][CH2:13][CH:9]([C:6]6[CH:5]=[CH:4][C:3]([F:2])=[CH:8][CH:7]=6)[CH2:10]5)=[O:38])[CH:35]=4)=[CH:30][C:24]=3[C:25]=2[C:26]([NH:27][CH3:28])=[O:29])=[CH:17][CH:16]=1. The yield is 0.790. (9) The reactants are [Br:1][C:2]1[N:7]=[C:6]([C:8]([OH:10])=O)[CH:5]=[CH:4][CH:3]=1.[CH2:11]([NH:15][CH2:16][CH2:17][CH2:18][CH3:19])[CH2:12][CH2:13][CH3:14].CN(C(ON1N=NC2C=CC=NC1=2)=[N+](C)C)C.F[P-](F)(F)(F)(F)F.CCN(C(C)C)C(C)C. The catalyst is CN(C=O)C. The product is [Br:1][C:2]1[N:7]=[C:6]([C:8]([N:15]([CH2:16][CH2:17][CH2:18][CH3:19])[CH2:11][CH2:12][CH2:13][CH3:14])=[O:10])[CH:5]=[CH:4][CH:3]=1. The yield is 0.720. (10) The reactants are [CH:1]1([C:4]2[NH:8][C:7]3[CH:9]=[C:10]([C:17]4[C:18]([CH3:23])=[N:19][O:20][C:21]=4[CH3:22])[CH:11]=[C:12]([C:13]([O:15]C)=[O:14])[C:6]=3[N:5]=2)[CH2:3][CH2:2]1.Cl. The catalyst is CO.[OH-].[Na+]. The product is [CH:1]1([C:4]2[NH:8][C:7]3[CH:9]=[C:10]([C:17]4[C:18]([CH3:23])=[N:19][O:20][C:21]=4[CH3:22])[CH:11]=[C:12]([C:13]([OH:15])=[O:14])[C:6]=3[N:5]=2)[CH2:2][CH2:3]1. The yield is 0.690.